From a dataset of Catalyst prediction with 721,799 reactions and 888 catalyst types from USPTO. Predict which catalyst facilitates the given reaction. (1) Reactant: Cl[C:2]1[N:7]=[C:6](O)[CH:5]=[CH:4][CH:3]=1.C(=O)([O-])[O-].[K+].[K+].[CH2:15](Cl)[C:16]1[CH:21]=CC=C[CH:17]=1. Product: [C:16]([C:4]1[CH:5]=[CH:6][N:7]=[CH:2][CH:3]=1)([CH3:21])([CH3:17])[CH3:15]. The catalyst class is: 9. (2) The catalyst class is: 350. Reactant: [CH3:1][O:2][CH2:3][CH2:4][O:5][CH2:6][O:7][C:8](=[O:34])[C:9]1[CH:14]=[C:13]([O:15][C:16]2[C:21]([CH3:22])=[CH:20][C:19]([N+:23]([O-])=O)=[CH:18][C:17]=2[CH3:26])[CH:12]=[CH:11][C:10]=1[O:27][CH2:28][O:29][CH2:30][CH2:31][O:32][CH3:33]. Product: [CH3:1][O:2][CH2:3][CH2:4][O:5][CH2:6][O:7][C:8](=[O:34])[C:9]1[CH:14]=[C:13]([O:15][C:16]2[C:17]([CH3:26])=[CH:18][C:19]([NH2:23])=[CH:20][C:21]=2[CH3:22])[CH:12]=[CH:11][C:10]=1[O:27][CH2:28][O:29][CH2:30][CH2:31][O:32][CH3:33]. (3) Reactant: [F:1][CH:2]([F:5])[CH2:3][OH:4].[H-].[Na+].[N:8]1[CH:9]=[C:10]([C:17]([NH:19][C:20]2[CH:21]=[C:22]([C:27]3[N:31]=[C:30]([CH2:32][NH:33][C:34](=O)[O:35]C4C=CC([N+]([O-])=O)=CC=4)[O:29][N:28]=3)[CH:23]=[CH:24][C:25]=2[CH3:26])=[O:18])[N:11]2[CH:16]=[CH:15][CH:14]=[CH:13][C:12]=12. Product: [N:8]1[CH:9]=[C:10]([C:17]([NH:19][C:20]2[CH:21]=[C:22]([C:27]3[N:31]=[C:30]([CH2:32][NH:33][C:34](=[O:35])[O:4][CH2:3][CH:2]([F:5])[F:1])[O:29][N:28]=3)[CH:23]=[CH:24][C:25]=2[CH3:26])=[O:18])[N:11]2[CH:16]=[CH:15][CH:14]=[CH:13][C:12]=12. The catalyst class is: 3. (4) Reactant: [C:1]([O:5][C:6]([N:8]1[CH2:11][CH2:10][C@H:9]1[CH2:12][O:13][C:14]1[CH:15]=[C:16]([CH2:20][CH2:21][C:22]2[CH:23]=[C:24]([CH2:28][N:29]=[N+]=[N-])[CH:25]=[CH:26][CH:27]=2)[CH:17]=[N:18][CH:19]=1)=[O:7])([CH3:4])([CH3:3])[CH3:2]. Product: [C:1]([O:5][C:6]([N:8]1[CH2:11][CH2:10][C@H:9]1[CH2:12][O:13][C:14]1[CH:15]=[C:16]([CH2:20][CH2:21][C:22]2[CH:23]=[C:24]([CH2:28][NH2:29])[CH:25]=[CH:26][CH:27]=2)[CH:17]=[N:18][CH:19]=1)=[O:7])([CH3:4])([CH3:2])[CH3:3]. The catalyst class is: 856. (5) Reactant: [OH:1][C:2]1[CH:3]=[C:4]2[C:9](=[C:10]([O:12][CH3:13])[CH:11]=1)[O:8][CH:7]([C:14]([F:17])([F:16])[F:15])[C:6]([C:18]([O:20][CH2:21][CH3:22])=[O:19])=[CH:5]2.[C:23]([O-])([O-])=O.[K+].[K+]. Product: [CH3:23][O:1][C:2]1[CH:3]=[C:4]2[C:9](=[C:10]([O:12][CH3:13])[CH:11]=1)[O:8][CH:7]([C:14]([F:17])([F:15])[F:16])[C:6]([C:18]([O:20][CH2:21][CH3:22])=[O:19])=[CH:5]2. The catalyst class is: 21. (6) Reactant: [I:1][C:2]1[C:6]2=[N:7][C:8]([C:11]#[N:12])=[CH:9][CH:10]=[C:5]2[NH:4][CH:3]=1.[C:13]([O:17][C:18](O[C:18]([O:17][C:13]([CH3:16])([CH3:15])[CH3:14])=[O:19])=[O:19])([CH3:16])([CH3:15])[CH3:14]. Product: [C:11]([C:8]1[N:7]=[C:6]2[C:2]([I:1])=[CH:3][N:4]([C:18]([O:17][C:13]([CH3:16])([CH3:15])[CH3:14])=[O:19])[C:5]2=[CH:10][CH:9]=1)#[N:12]. The catalyst class is: 143.